From a dataset of Full USPTO retrosynthesis dataset with 1.9M reactions from patents (1976-2016). Predict the reactants needed to synthesize the given product. (1) Given the product [CH2:19]([O:18][C:16]([N:1]1[CH2:6][CH2:5][CH2:4][C@H:3]([C:7]([OH:9])=[O:8])[CH2:2]1)=[O:17])[C:20]1[CH:25]=[CH:24][CH:23]=[CH:22][CH:21]=1, predict the reactants needed to synthesize it. The reactants are: [NH:1]1[CH2:6][CH2:5][CH2:4][C@H:3]([C:7]([OH:9])=[O:8])[CH2:2]1.C(=O)(O)[O-].[Na+].Cl[C:16]([O:18][CH2:19][C:20]1[CH:25]=[CH:24][CH:23]=[CH:22][CH:21]=1)=[O:17]. (2) The reactants are: Br.[NH2:2][C:3]1[C:12]2[C:7](=[CH:8][CH:9]=[CH:10][CH:11]=2)[C:6]([Br:13])=[CH:5][C:4]=1[C:14]([O:16][CH3:17])=[O:15].[Cl-].[CH3:19][O:20][C:21]1[CH:28]=[CH:27][C:24]([CH2:25][Zn+])=[CH:23][CH:22]=1. Given the product [BrH:13].[NH2:2][C:3]1[C:12]2[C:7](=[CH:8][CH:9]=[CH:10][CH:11]=2)[C:6]([Br:13])=[CH:5][C:4]=1[C:14]([O:16][CH3:17])=[O:15].[NH2:2][C:3]1[C:12]2[C:7](=[CH:8][CH:9]=[CH:10][CH:11]=2)[C:6]([CH2:25][C:24]2[CH:27]=[CH:28][C:21]([O:20][CH3:19])=[CH:22][CH:23]=2)=[CH:5][C:4]=1[C:14]([O:16][CH3:17])=[O:15], predict the reactants needed to synthesize it.